This data is from Forward reaction prediction with 1.9M reactions from USPTO patents (1976-2016). The task is: Predict the product of the given reaction. (1) Given the reactants [Br:1][C:2]1[CH:7]=[CH:6][N:5]=[C:4]([CH2:8][CH2:9][CH3:10])[CH:3]=1.COC1C=CC(CS[C:19]([S:31][CH2:32][C:33]2[CH:38]=[CH:37][C:36]([O:39][CH3:40])=[CH:35][CH:34]=2)=[C:20]([C:26]([O:28][CH2:29][CH3:30])=[O:27])[C:21]([O:23][CH2:24][CH3:25])=[O:22])=CC=1, predict the reaction product. The product is: [CH3:40][O:39][C:36]1[CH:35]=[CH:34][C:33]([CH2:32][S:31]/[C:19](/[CH:20]([C:21]([O:23][CH2:24][CH3:25])=[O:22])[C:26]([O:28][CH2:29][CH3:30])=[O:27])=[C:8](/[C:4]2[CH:3]=[C:2]([Br:1])[CH:7]=[CH:6][N:5]=2)\[CH2:9][CH3:10])=[CH:38][CH:37]=1. (2) Given the reactants C(OC([C@@H](N1C(=O)CC(C=O)C1)CC)=O)(C)(C)C.[C:19]([Br:23])([Br:22])([Br:21])[Br:20].[C:24]1([P:30]([C:37]2[CH:42]=[CH:41][CH:40]=[CH:39][CH:38]=2)[C:31]2[CH:36]=[CH:35][CH:34]=[CH:33][CH:32]=2)[CH:29]=[CH:28][CH:27]=[CH:26][CH:25]=1, predict the reaction product. The product is: [CH:40]1[CH:39]=[CH:38][C:37]([P:30]([C:31]2[CH:36]=[CH:35][CH:34]=[CH:33][CH:32]=2)[C:24]2[CH:29]=[CH:28][CH:27]=[CH:26][CH:25]=2)=[CH:42][CH:41]=1.[C:19]([Br:23])([Br:22])([Br:21])[Br:20]. (3) The product is: [CH3:8][O:9][C:10]([C:12]1[NH:13][CH:14]=[C:15]([CH2:17][C:18]2[CH:23]=[CH:22][CH:21]=[CH:20][CH:19]=2)[CH:16]=1)=[O:11]. Given the reactants C([SiH](CC)CC)C.[CH3:8][O:9][C:10]([C:12]1[NH:13][CH:14]=[C:15]([C:17](=O)[C:18]2[CH:23]=[CH:22][CH:21]=[CH:20][CH:19]=2)[CH:16]=1)=[O:11], predict the reaction product. (4) The product is: [F:16][C:11]1[CH:10]=[C:9]([C@@H:7]([NH:6][C:4](=[O:5])[C:3]2[CH:17]=[C:18]([C:21]([F:24])([F:23])[F:22])[CH:19]=[N:20][C:2]=2[F:35])[CH3:8])[CH:14]=[CH:13][C:12]=1[F:15]. Given the reactants N[C:2]1[N:20]=[CH:19][C:18]([C:21]([F:24])([F:23])[F:22])=[CH:17][C:3]=1[C:4]([NH:6][C@H:7]([C:9]1[CH:14]=[CH:13][C:12]([F:15])=[C:11]([F:16])[CH:10]=1)[CH3:8])=[O:5].N1C=CC=CC=1.N([O-])=O.[Na+].[FH:35], predict the reaction product. (5) Given the reactants [CH:1]1([C:4]2[N:8]([CH:9]3[CH2:11][CH2:10]3)[C:7]([C:12]([CH3:21])([C:14]3[S:15][C:16]([CH:19]=[CH2:20])=[CH:17][CH:18]=3)[CH3:13])=[N:6][N:5]=2)[CH2:3][CH2:2]1.[H][H], predict the reaction product. The product is: [CH:1]1([C:4]2[N:8]([CH:9]3[CH2:10][CH2:11]3)[C:7]([C:12]([C:14]3[S:15][C:16]([CH2:19][CH3:20])=[CH:17][CH:18]=3)([CH3:21])[CH3:13])=[N:6][N:5]=2)[CH2:3][CH2:2]1. (6) Given the reactants [CH:1]12[CH2:7][CH:4]([CH2:5][CH2:6]1)[CH:3]=[CH:2]2.C=C.[H][H].C[Al]1CC[CH2:16][CH2:15]O1, predict the reaction product. The product is: [CH:1]12[CH2:7][CH:4]([CH2:5][CH2:6]1)[CH:3]=[CH:2]2.[CH2:15]=[CH2:16].